Dataset: Catalyst prediction with 721,799 reactions and 888 catalyst types from USPTO. Task: Predict which catalyst facilitates the given reaction. (1) Reactant: [C:1]([O:4][CH2:5][C:6]1[N:11]=[C:10]([C:12]([F:15])([F:14])[F:13])[N:9]=[C:8]([C:16]([O:18]CC)=[O:17])[CH:7]=1)(=[O:3])[CH3:2].O.[OH-].[Li+].Cl. Product: [C:1]([O:4][CH2:5][C:6]1[N:11]=[C:10]([C:12]([F:13])([F:15])[F:14])[N:9]=[C:8]([C:16]([OH:18])=[O:17])[CH:7]=1)(=[O:3])[CH3:2]. The catalyst class is: 30. (2) Reactant: [OH-].[Na+].[CH:3]1([S:6][C:7]2[CH:12]=[CH:11][C:10]([C:13](=[O:19])[C:14]([O:16]CC)=[O:15])=[CH:9][CH:8]=2)[CH2:5][CH2:4]1. Product: [CH:3]1([S:6][C:7]2[CH:8]=[CH:9][C:10]([C:13](=[O:19])[C:14]([OH:16])=[O:15])=[CH:11][CH:12]=2)[CH2:5][CH2:4]1. The catalyst class is: 14. (3) Reactant: FC(F)(F)S(O[Si](C)(C)C)(=O)=O.[CH2:13]([C@@H:20]1[CH2:24][O:23][C:22](=[O:25])[N:21]1[C:26]([C@@H:28]1[CH2:33][CH2:32][C:31](=[O:34])[CH2:30][C@H:29]1[CH2:35][O:36][CH2:37][C:38]1[CH:43]=[CH:42][CH:41]=[CH:40][CH:39]=1)=[O:27])[C:14]1[CH:19]=[CH:18][CH:17]=[CH:16][CH:15]=1.C[Si](C)(C)[O:46][CH2:47][CH2:48]O[Si](C)(C)C.C(N(CC)CC)C. Product: [CH2:13]([C@@H:20]1[CH2:24][O:23][C:22](=[O:25])[N:21]1[C:26]([C@@H:28]1[CH2:33][CH2:32][C:31]2([O:46][CH2:47][CH2:48][O:34]2)[CH2:30][C@H:29]1[CH2:35][O:36][CH2:37][C:38]1[CH:43]=[CH:42][CH:41]=[CH:40][CH:39]=1)=[O:27])[C:14]1[CH:15]=[CH:16][CH:17]=[CH:18][CH:19]=1. The catalyst class is: 2. (4) Reactant: [F:1][C:2]1[CH:17]=[CH:16][CH:15]=[CH:14][C:3]=1[CH2:4][C:5]1[C:13]2[C:8](=[N:9][CH:10]=[CH:11][N:12]=2)[NH:7][N:6]=1.Cl[C:19]1[N:24]=[C:23]([NH2:25])[N:22]=[C:21]([NH2:26])[N:20]=1.C1(P(C2CCCCC2)C2C=CC=CC=2C2C(C(C)C)=CC(C(C)C)=CC=2C(C)C)CCCCC1.C(=O)([O-])[O-].[Cs+].[Cs+]. Product: [F:1][C:2]1[CH:17]=[CH:16][CH:15]=[CH:14][C:3]=1[CH2:4][C:5]1[C:13]2[C:8](=[N:9][CH:10]=[CH:11][N:12]=2)[N:7]([C:19]2[N:24]=[C:23]([NH2:25])[N:22]=[C:21]([NH2:26])[N:20]=2)[N:6]=1. The catalyst class is: 133. (5) Product: [CH3:1][O:2][C:3](=[O:22])[CH2:4][CH2:5][CH2:6][CH2:7][CH2:8][CH2:9][N:10]([CH2:11][C:12]1[CH:17]=[CH:16][C:15]([CH2:18][CH2:19][CH2:20][CH3:21])=[CH:14][CH:13]=1)[S:39]([C:35]1[CH:34]=[N:33][CH:38]=[CH:37][CH:36]=1)(=[O:41])=[O:40]. The catalyst class is: 2. Reactant: [CH3:1][O:2][C:3](=[O:22])[CH2:4][CH2:5][CH2:6][CH2:7][CH2:8][CH2:9][NH:10][CH2:11][C:12]1[CH:17]=[CH:16][C:15]([CH2:18][CH2:19][CH2:20][CH3:21])=[CH:14][CH:13]=1.C(N(CC)C(C)C)(C)C.Cl.[N:33]1[CH:38]=[CH:37][CH:36]=[C:35]([S:39](Cl)(=[O:41])=[O:40])[CH:34]=1.